Dataset: Reaction yield outcomes from USPTO patents with 853,638 reactions. Task: Predict the reaction yield, written as a fraction of the theoretical maximum amount of product (1.0 means a 100% yield; for example, 0.34 means a 34% yield). (1) The reactants are [C:1]([C:5]1[NH:6][C:7]2[C:12]([CH:13]=1)=[C:11](F)[C:10]([N+:15]([O-:17])=[O:16])=[CH:9][CH:8]=2)([CH3:4])([CH3:3])[CH3:2].[C-:18]#[N:19].[K+].O. The catalyst is CS(C)=O. The product is [C:1]([C:5]1[NH:6][C:7]2[CH:8]=[CH:9][C:10]([N+:15]([O-:17])=[O:16])=[C:11]([C:18]#[N:19])[C:12]=2[CH:13]=1)([CH3:4])([CH3:3])[CH3:2]. The yield is 0.530. (2) The reactants are Br[C:2]1[CH:3]=[C:4]([N:8]2[C:16]3[CH:15]=[C:14]([Cl:17])[N:13]=[CH:12][C:11]=3[C:10]([C:18]([O:20][CH3:21])=[O:19])=[N:9]2)[CH:5]=[CH:6][CH:7]=1.[C:22]([C@:24]1([OH:31])[CH2:28][CH2:27][N:26]([CH3:29])[C:25]1=[O:30])#[CH:23]. No catalyst specified. The product is [Cl:17][C:14]1[N:13]=[CH:12][C:11]2[C:10]([C:18]([O:20][CH3:21])=[O:19])=[N:9][N:8]([C:4]3[CH:5]=[CH:6][CH:7]=[C:2]([C:23]#[C:22][C@:24]4([OH:31])[CH2:28][CH2:27][N:26]([CH3:29])[C:25]4=[O:30])[CH:3]=3)[C:16]=2[CH:15]=1. The yield is 0.350.